From a dataset of Full USPTO retrosynthesis dataset with 1.9M reactions from patents (1976-2016). Predict the reactants needed to synthesize the given product. (1) Given the product [CH2:14]([O:20][C:3]1[C:7]([C:8]2[CH:9]=[N:10][CH:11]=[CH:12][CH:13]=2)=[N:6][S:5][N:4]=1)[CH2:15][CH2:16][CH2:17][CH2:18][CH3:19], predict the reactants needed to synthesize it. The reactants are: [Na].Cl[C:3]1[C:7]([C:8]2[CH:9]=[N:10][CH:11]=[CH:12][CH:13]=2)=[N:6][S:5][N:4]=1.[CH2:14]([OH:20])[CH2:15][CH2:16][CH2:17][CH2:18][CH3:19]. (2) Given the product [Br:23][C:4]1[C:3]([O:2][CH3:1])=[CH:12][CH:11]=[C:10]2[C:5]=1[CH:6]=[CH:7][C:8]([C:13]1[CH:22]=[CH:21][C:16]([C:17]([O:19][CH3:20])=[O:18])=[CH:15][CH:14]=1)=[N:9]2, predict the reactants needed to synthesize it. The reactants are: [CH3:1][O:2][C:3]1[CH:4]=[C:5]2[C:10](=[CH:11][CH:12]=1)[N:9]=[C:8]([C:13]1[CH:22]=[CH:21][C:16]([C:17]([O:19][CH3:20])=[O:18])=[CH:15][CH:14]=1)[CH:7]=[CH:6]2.[Br:23]Br.